From a dataset of Forward reaction prediction with 1.9M reactions from USPTO patents (1976-2016). Predict the product of the given reaction. (1) Given the reactants Br[CH2:2][C:3]1[C:8]([CH3:9])=[N:7][C:6]([CH3:10])=[C:5]([CH3:11])[N:4]=1.[CH2:12]([O:14][C:15](=[O:25])[C:16]1[CH:21]=[CH:20][C:19]([O:22][CH3:23])=[C:18]([OH:24])[CH:17]=1)[CH3:13].C(=O)([O-])[O-].[K+].[K+].CN(C=O)C, predict the reaction product. The product is: [CH2:12]([O:14][C:15](=[O:25])[C:16]1[CH:21]=[CH:20][C:19]([O:22][CH3:23])=[C:18]([O:24][CH2:2][C:3]2[C:8]([CH3:9])=[N:7][C:6]([CH3:10])=[C:5]([CH3:11])[N:4]=2)[CH:17]=1)[CH3:13]. (2) Given the reactants C[O:2][C:3]([C:5]1[CH:9]=[C:8]([C:10]2[CH:15]=[CH:14][CH:13]=[CH:12][CH:11]=2)[O:7][N:6]=1)=[O:4].CO.O.O[Li].O, predict the reaction product. The product is: [C:10]1([C:8]2[O:7][N:6]=[C:5]([C:3]([OH:4])=[O:2])[CH:9]=2)[CH:11]=[CH:12][CH:13]=[CH:14][CH:15]=1. (3) Given the reactants [C:1]1([C:7]2[CH:11]=[C:10]([C:12]3[CH:17]=[CH:16][CH:15]=[CH:14][CH:13]=3)[NH:9][N:8]=2)[CH:6]=[CH:5][CH:4]=[CH:3][CH:2]=1.Cl[CH2:19][C:20]1[CH:25]=[CH:24][C:23]([CH2:26][OH:27])=[CH:22][CH:21]=1.C(=O)([O-])[O-].[K+].[K+].Cl, predict the reaction product. The product is: [C:1]1([C:7]2[CH:11]=[C:10]([C:12]3[CH:17]=[CH:16][CH:15]=[CH:14][CH:13]=3)[N:9]([CH2:19][C:20]3[CH:25]=[CH:24][C:23]([CH2:26][OH:27])=[CH:22][CH:21]=3)[N:8]=2)[CH:6]=[CH:5][CH:4]=[CH:3][CH:2]=1. (4) Given the reactants C[O:2][C:3]1[C:4]([CH:9]([N:11]2[CH2:16][CH2:15][CH:14]([C:17](=[O:26])[CH2:18][C:19]3[CH:24]=[CH:23][CH:22]=[CH:21][C:20]=3[F:25])[CH2:13][CH2:12]2)[CH3:10])=[N:5][CH:6]=[CH:7][N:8]=1.C(=O)(O)[O-].[Na+].C(OCC)(=O)C, predict the reaction product. The product is: [F:25][C:20]1[CH:21]=[CH:22][CH:23]=[CH:24][C:19]=1[CH2:18][C:17]([CH:14]1[CH2:13][CH2:12][N:11]([CH:9]([C:4]2[C:3](=[O:2])[NH:8][CH:7]=[CH:6][N:5]=2)[CH3:10])[CH2:16][CH2:15]1)=[O:26]. (5) The product is: [O:3]1[C:4]2([CH2:9][CH2:8][CH:7]([NH:15][CH2:12][CH2:13][CH3:14])[CH2:6][CH2:5]2)[O:11][CH2:1][CH2:2]1. Given the reactants [CH2:1]1[O:11][C:4]2([CH2:9][CH2:8][C:7](=O)[CH2:6][CH2:5]2)[O:3][CH2:2]1.[CH2:12]([NH2:15])[CH2:13][CH3:14].[H][H], predict the reaction product. (6) Given the reactants [Cl:1][C:2]1[CH:17]=[C:16]([Cl:18])[CH:15]=[CH:14][C:3]=1[O:4][C:5]1[CH:12]=[CH:11][C:8]([C:9]#[N:10])=[CH:7][C:6]=1[OH:13].Cl[CH2:20][C:21](=[O:23])[CH3:22].C(=O)([O-])[O-].[K+].[K+].[I-].[K+], predict the reaction product. The product is: [Cl:1][C:2]1[CH:17]=[C:16]([Cl:18])[CH:15]=[CH:14][C:3]=1[O:4][C:5]1[CH:12]=[CH:11][C:8]([C:9]#[N:10])=[CH:7][C:6]=1[O:13][CH2:20][C:21](=[O:23])[CH3:22]. (7) Given the reactants [Cl:1][C:2]1[N:7]=[C:6]([CH2:8][OH:9])[CH:5]=[CH:4][C:3]=1[O:10][CH:11]([CH3:13])[CH3:12].[O-:14][Mn](=O)(=O)=O.[K+].O, predict the reaction product. The product is: [Cl:1][C:2]1[N:7]=[C:6]([C:8]([OH:14])=[O:9])[CH:5]=[CH:4][C:3]=1[O:10][CH:11]([CH3:13])[CH3:12].